From a dataset of Full USPTO retrosynthesis dataset with 1.9M reactions from patents (1976-2016). Predict the reactants needed to synthesize the given product. (1) The reactants are: [Cl:1][C:2]1[CH:7]=[CH:6][C:5]([C:8]2[O:12][C:11]([CH3:13])=[C:10]([CH:14]=[O:15])[CH:9]=2)=[CH:4][CH:3]=1.[CH:16]1([Mg]Br)[CH2:21][CH2:20][CH2:19][CH2:18][CH2:17]1.O1CCCC1. Given the product [Cl:1][C:2]1[CH:7]=[CH:6][C:5]([C:8]2[O:12][C:11]([CH3:13])=[C:10]([CH:14]([CH:16]3[CH2:21][CH2:20][CH2:19][CH2:18][CH2:17]3)[OH:15])[CH:9]=2)=[CH:4][CH:3]=1, predict the reactants needed to synthesize it. (2) Given the product [CH2:9]([O:8][C:3]1[CH:4]=[CH:5][CH:6]=[CH:7][C:2]=1[B:22]([OH:23])[OH:21])[CH2:10][CH:11]([CH3:13])[CH3:12], predict the reactants needed to synthesize it. The reactants are: Br[C:2]1[CH:7]=[CH:6][CH:5]=[CH:4][C:3]=1[O:8][CH2:9][CH2:10][CH:11]([CH3:13])[CH3:12].C([Li])CCC.C([O:21][B:22](OCC)[O:23]CC)C. (3) Given the product [CH:1]1([C:6]2[NH:14][C:13]3[C:12]([NH:21][C@@H:22]([CH2:25][C:26]4[CH:27]=[CH:28][N:29]=[CH:30][CH:31]=4)[CH2:23][OH:24])=[N:11][C:10](=[O:17])[N:9]([CH2:18][CH2:19][CH3:20])[C:8]=3[N:7]=2)[CH2:5][CH2:4][CH2:3][CH2:2]1, predict the reactants needed to synthesize it. The reactants are: [CH:1]1([C:6]2[NH:14][C:13]3[C:12](SC)=[N:11][C:10](=[O:17])[N:9]([CH2:18][CH2:19][CH3:20])[C:8]=3[N:7]=2)[CH2:5][CH2:4][CH2:3][CH2:2]1.[NH2:21][C@@H:22]([CH2:25][C:26]1[CH:31]=[CH:30][N:29]=[CH:28][CH:27]=1)[CH2:23][OH:24]. (4) Given the product [CH2:17]([N:5]1[CH2:6][CH2:7][C@@H:2]([F:1])[C@H:3]([NH:8][P:9](=[O:16])([O:13][CH2:14][CH3:15])[O:10][CH2:11][CH3:12])[CH2:4]1)[C:18]1[CH:23]=[CH:22][CH:21]=[CH:20][CH:19]=1, predict the reactants needed to synthesize it. The reactants are: [F:1][C@@H:2]1[CH2:7][CH2:6][NH:5][CH2:4][C@H:3]1[NH:8][P:9](=[O:16])([O:13][CH2:14][CH3:15])[O:10][CH2:11][CH3:12].[CH:17](=O)[C:18]1[CH:23]=[CH:22][CH:21]=[CH:20][CH:19]=1.C(O)(=O)C.[BH3-]C#N.[Na+]. (5) The reactants are: Cl[S:2]([OH:5])(=O)=[O:3].[Cl:6][C:7]1[CH:8]=[CH:9][C:10]([O:27][CH3:28])=[C:11]([CH:26]=1)[C:12]([NH:14][C@H:15]1[C@H:17]([C:18]2[CH:23]=[CH:22][CH:21]=[CH:20][CH:19]=2)[C:16]1([CH3:25])[CH3:24])=[O:13].[CH:29](Cl)(Cl)Cl. Given the product [Cl:6][C:7]1[CH:8]=[CH:9][C:10]([O:27][CH3:28])=[C:11]([CH:26]=1)[C:12]([NH:14][C@H:15]1[C@H:17]([C:18]2[CH:19]=[CH:20][C:21]([S:2]([CH3:29])(=[O:5])=[O:3])=[CH:22][CH:23]=2)[C:16]1([CH3:24])[CH3:25])=[O:13], predict the reactants needed to synthesize it. (6) Given the product [O:171]=[CH:172][C@@H:173]([C@H:175]([C@@H:5]([C@@H:2]([CH2:3][OH:4])[OH:28])[OH:6])[OH:176])[OH:174], predict the reactants needed to synthesize it. The reactants are: C(O)[C:2](N)([CH2:5][OH:6])[CH2:3][OH:4].Cl.[O-]P(OP([O-])([O-])=O)(=O)[O-].[Na+].[Na+].[Na+].[Na+].C(N(CC(O)=O)CC(O)=O)CN(CC(O)=O)CC(O)=[O:28].C(S)[C@@H](O)[C@H](O)CS.C1(CS(F)(=O)=O)C=CC=CC=1.CCC(COC(C(N(CC[NH+](C)C)C)=O)(C1C=CC=CC=1)C1C=CC=CC=1)CC.[Cl-].CC(C[C@H](NC(C)=O)C(N[C@H](C(N[C@H](C(O)=O)CCCN=C(N)N)=O)CC(C)C)=O)C.C[C@H](NC(C[C@H](O)[C@@H](NC([C@@H](NC([C@@H](NC(CC(C)C)=O)C(C)C)=O)C(C)C)=O)CC(C)C)=O)C(N[C@H]([C@@H](O)CC(O)=O)CC(C)C)=O.[OH:171][CH2:172][CH:173]([CH2:175][OH:176])[OH:174]. (7) Given the product [C:23]([C:17]1[CH:16]=[C:15]([C:28]#[C:27][CH2:26][NH:29][C:30](=[O:33])[O:31][CH3:32])[C:20]([O:21][CH3:22])=[N:19][CH:18]=1)(=[O:25])[CH3:24], predict the reactants needed to synthesize it. The reactants are: C(P(C(C)(C)C)C(C)(C)C)(C)(C)C.Br[C:15]1[CH:16]=[C:17]([C:23](=[O:25])[CH3:24])[CH:18]=[N:19][C:20]=1[O:21][CH3:22].[CH2:26]([NH:29][C:30](=[O:33])[O:31][CH3:32])[C:27]#[CH:28]. (8) Given the product [OH:8][C:9]1[CH:10]=[C:11]([CH:16]=[CH:17][C:18]=1[OH:19])[CH:12]=[CH:13][CH:14]=[O:15], predict the reactants needed to synthesize it. The reactants are: [Si]([O:8][C:9]1[CH:10]=[C:11]([CH:16]=[CH:17][C:18]=1[O:19][Si](C(C)(C)C)(C)C)[CH:12]=[CH:13][CH2:14][OH:15])(C(C)(C)C)(C)C.Cl. (9) Given the product [CH2:20]([O:19][C:16]1[CH:17]=[CH:18][C:13]([C:11]2[N:10]([C:27]3[CH:28]=[N:29][C:30]([O:33][CH3:34])=[CH:31][CH:32]=3)[N:9]=[C:8]([C:6]([OH:7])=[O:5])[CH:12]=2)=[N:14][CH:15]=1)[C:21]1[CH:22]=[CH:23][CH:24]=[CH:25][CH:26]=1, predict the reactants needed to synthesize it. The reactants are: [OH-].[Na+].C([O:5][C:6]([C:8]1[CH:12]=[C:11]([C:13]2[CH:18]=[CH:17][C:16]([O:19][CH2:20][C:21]3[CH:26]=[CH:25][CH:24]=[CH:23][CH:22]=3)=[CH:15][N:14]=2)[N:10]([C:27]2[CH:28]=[N:29][C:30]([O:33][CH3:34])=[CH:31][CH:32]=2)[N:9]=1)=[O:7])C.Cl.